From a dataset of Experimentally validated miRNA-target interactions with 360,000+ pairs, plus equal number of negative samples. Binary Classification. Given a miRNA mature sequence and a target amino acid sequence, predict their likelihood of interaction. (1) The miRNA is rno-miR-10b-5p with sequence CCCUGUAGAACCGAAUUUGUGU. The protein sequence of the target gene is MVNSCCGSVCSHQGCGRDLCQETCCRPSCCETTCCRTTYCRPSCCVSSCCRPQCCQSVCCQPTCCRPRCCISSCCRPSCCVSSCCKPQCCQSMCCQPTCCRPRCCISSCCRPSCCVSSCCRPQCCQSVCCQPTCCHPSCSISSCCRPSCCESSCCRPCCCLRPVCGRVSCHTTCYRPTCVISSCPRPLCCASSCC. Result: 0 (no interaction). (2) The protein sequence of the target gene is MHTLTGFSLVSLLSFGYLSWDWAKPSFVADGPGEAGEQPSAAPPQPPHIIFILTDDQGYHDVGYHGSDIETPTLDRLAAKGVKLENYYIQPICTPSRSQLLTGRYQIHTGLQHSIIRPQQPNCLPLDQVTLPQKLQEAGYSTHMVGKWHLGFYRKECLPTRRGFDTFLGSLTGNVDYYTYDNCDGPGVCGFDLHEGENVAWGLSGQYSTMLYAQRASHILASHSPQRPLFLYVAFQAVHTPLQSPREYLYRYRTMGNVARRKYAAMVTCMDEAVRNITWALKRYGFYNNSVIIFSSDNGG.... The miRNA is mmu-miR-543-3p with sequence AAACAUUCGCGGUGCACUUCUU. Result: 0 (no interaction). (3) The miRNA is hsa-miR-1277-5p with sequence AAAUAUAUAUAUAUAUGUACGUAU. The protein sequence of the target gene is MAAKSDGGGVGVGFAQLHNLDEAVGSGGEEDGEPGGGGCGGGGDGSEPGESSSMHICHCCNTSSCYWGCRSACLRSLLGRKPRRSAAADGGDQPLQPPAAPGAGRQPPTPSAARPEPPPPQVERPWLDCLWIVLALLVFFGDVGTDLWLALDYYRKGDYVYFGLTLFFVLVPSLLVQSLSFRWFVQDYTGGGLGAVEGLTSRGPPMMGAGYVHGAARGGPGVRVSPTPGAQRLCRLSVWIWQSVIHLLQMGQVWRYIRTMYLGIQSQRRKEHQRRFYWAMMYEYADVNMLRLLETFLESA.... Result: 1 (interaction). (4) The miRNA is hsa-miR-6791-5p with sequence CCCCUGGGGCUGGGCAGGCGGA. Result: 0 (no interaction). The protein sequence of the target gene is MAEGGELMSRLLSENADLKKQVRLLKENQMLRRLLSQSCQEGGGHDLLPPRAHAYPEAGSPGSGVPDFGRFTSVADTPSQLQTSSLEDLLCSHAPLSSEDDTSPGCAAPSQAPFKAFLSPPEPHSHRGTDRKLSPLLSPLQDSLVDKTLLEPREMVRPKKVCFSESSLPTGDRTRRSYYLNEIQSFAGAEKDARVVGEIAFQLDRRILAYVFPGVTRLYGFTVANIPEKIEQTSTKSLDGSVDERKLRELTQRYLALSARLEKLGYSRDVHPAFSEFLINTYGILKQRPDLRANPLHSSP....